This data is from Reaction yield outcomes from USPTO patents with 853,638 reactions. The task is: Predict the reaction yield, written as a fraction of the theoretical maximum amount of product (1.0 means a 100% yield; for example, 0.34 means a 34% yield). (1) The reactants are [Br:1][C:2]1[CH:7]=[CH:6][C:5]([C@@H:8]([N:10]2[CH2:15][CH2:14][C@:13]([CH2:22][C:23](=[O:25])[CH3:24])([C:16]3[CH:21]=[CH:20][CH:19]=[CH:18][CH:17]=3)[O:12][C:11]2=[O:26])[CH3:9])=[CH:4][CH:3]=1.[CH3:27][Mg]Br. The product is [Br:1][C:2]1[CH:7]=[CH:6][C:5]([C@@H:8]([N:10]2[CH2:15][CH2:14][C@:13]([CH2:22][C:23]([OH:25])([CH3:27])[CH3:24])([C:16]3[CH:17]=[CH:18][CH:19]=[CH:20][CH:21]=3)[O:12][C:11]2=[O:26])[CH3:9])=[CH:4][CH:3]=1. The yield is 0.530. The catalyst is C1COCC1. (2) The reactants are [Cl:1][C:2]1[CH:18]=[CH:17][C:5]2[CH2:6][CH2:7][N:8]([C:11](=[O:16])[C:12]([F:15])([F:14])[F:13])[CH2:9][CH2:10][C:4]=2[C:3]=1[NH:19][CH2:20][C:21]1[CH:26]=[CH:25][C:24]([OH:27])=[C:23]([Cl:28])[CH:22]=1.Br[CH2:30][C:31](=[O:36])[C:32]([CH3:35])([CH3:34])[CH3:33]. No catalyst specified. The product is [Cl:1][C:2]1[CH:18]=[CH:17][C:5]2[CH2:6][CH2:7][N:8]([C:11](=[O:16])[C:12]([F:13])([F:15])[F:14])[CH2:9][CH2:10][C:4]=2[C:3]=1[NH:19][CH2:20][C:21]1[CH:26]=[CH:25][C:24]([O:27][CH2:30][C:31](=[O:36])[C:32]([CH3:35])([CH3:34])[CH3:33])=[C:23]([Cl:28])[CH:22]=1. The yield is 0.820. (3) The reactants are [CH3:1][C:2]1[CH:11]=[C:10]([CH2:12][O:13][C:14]2[CH:19]=[CH:18][C:17]([S:20]([NH:23][C@@H:24]3[CH2:29][CH2:28][CH2:27][CH2:26][C@H:25]3[C:30](O)=[O:31])(=[O:22])=[O:21])=[CH:16][CH:15]=2)[C:9]2[C:4](=[CH:5][CH:6]=[CH:7][CH:8]=2)[N:3]=1.[NH2:33][OH:34]. No catalyst specified. The product is [OH:34][NH:33][C:30]([C@@H:25]1[CH2:26][CH2:27][CH2:28][CH2:29][C@H:24]1[NH:23][S:20]([C:17]1[CH:16]=[CH:15][C:14]([O:13][CH2:12][C:10]2[C:9]3[C:4](=[CH:5][CH:6]=[CH:7][CH:8]=3)[N:3]=[C:2]([CH3:1])[CH:11]=2)=[CH:19][CH:18]=1)(=[O:22])=[O:21])=[O:31]. The yield is 0.160.